Dataset: Reaction yield outcomes from USPTO patents with 853,638 reactions. Task: Predict the reaction yield, written as a fraction of the theoretical maximum amount of product (1.0 means a 100% yield; for example, 0.34 means a 34% yield). (1) The reactants are [CH3:1][C:2]1[NH:3][C:4]2[C:9]([C:10]=1[C:11]([OH:13])=O)=[CH:8][CH:7]=[CH:6][CH:5]=2.Cl.CN(C)CCCN=C=NCC.C(N(CC)CC)C.[NH2:33][CH2:34][C:35]1[C:36]([OH:43])=[N:37][C:38]([CH3:42])=[CH:39][C:40]=1[CH3:41]. The catalyst is ClCCl. The product is [OH:43][C:36]1[C:35]([CH2:34][NH:33][C:11]([C:10]2[C:9]3[C:4](=[CH:5][CH:6]=[CH:7][CH:8]=3)[NH:3][C:2]=2[CH3:1])=[O:13])=[C:40]([CH3:41])[CH:39]=[C:38]([CH3:42])[N:37]=1. The yield is 0.510. (2) The reactants are [C@@H:1]1([N:10]2[CH:17]=[CH:16][C:14](=[O:15])[NH:13][C:11]2=[O:12])[O:9][C@H:6]([CH2:7][OH:8])[C@@H:4]([OH:5])[C@H:2]1[OH:3].[CH3:18][C:19]#[N:20].[OH2:21]. The catalyst is CC(O)=O.CS(C)=O. The product is [CH:7]1[C:18](=[CH:19][NH:20][O:8][CH2:7][C@H:6]2[O:9][C@@H:1]([N:10]3[C:11](=[O:12])[NH:13][C:14](=[O:15])[CH:16]=[CH:17]3)[C@H:2]([OH:3])[C@@H:4]2[OH:5])[C:1]([OH:9])=[C:2]([OH:3])[C:4](=[O:21])[CH:6]=1. The yield is 0.670. (3) The reactants are [OH:1][CH:2]([C:4]1[CH:32]=[CH:31][C:7]([O:8][C:9]2[CH:30]=[CH:29][C:12]([CH2:13][NH:14][C:15]([C:17]3([NH:20][C:21]([C:23]4[CH:24]=[N:25][CH:26]=[N:27][CH:28]=4)=[O:22])[CH2:19][CH2:18]3)=[O:16])=[CH:11][CH:10]=2)=[C:6]([C:33]([F:36])([F:35])[F:34])[CH:5]=1)[CH3:3]. The catalyst is ClCCl.[O-2].[O-2].[Mn+4]. The product is [C:2]([C:4]1[CH:32]=[CH:31][C:7]([O:8][C:9]2[CH:30]=[CH:29][C:12]([CH2:13][NH:14][C:15]([C:17]3([NH:20][C:21]([C:23]4[CH:28]=[N:27][CH:26]=[N:25][CH:24]=4)=[O:22])[CH2:19][CH2:18]3)=[O:16])=[CH:11][CH:10]=2)=[C:6]([C:33]([F:34])([F:35])[F:36])[CH:5]=1)(=[O:1])[CH3:3]. The yield is 0.210. (4) The reactants are [OH:1][CH2:2][CH2:3][N:4]([CH:22]([CH3:24])[CH3:23])[C:5]([C:7]1[S:8][C:9]2[CH2:10][CH2:11][O:12][C:13]3[CH:20]=[CH:19][C:18](Br)=[CH:17][C:14]=3[C:15]=2[N:16]=1)=[O:6].CC1(C)C(C)(C)OB([C:33]2[CH:34]=[N:35][C:36]([NH2:39])=[N:37][CH:38]=2)O1. No catalyst specified. The product is [OH:1][CH2:2][CH2:3][N:4]([CH:22]([CH3:24])[CH3:23])[C:5]([C:7]1[S:8][C:9]2[CH2:10][CH2:11][O:12][C:13]3[CH:20]=[CH:19][C:18]([C:33]4[CH:34]=[N:35][C:36]([NH2:39])=[N:37][CH:38]=4)=[CH:17][C:14]=3[C:15]=2[N:16]=1)=[O:6]. The yield is 0.120.